From a dataset of Peptide-MHC class I binding affinity with 185,985 pairs from IEDB/IMGT. Regression. Given a peptide amino acid sequence and an MHC pseudo amino acid sequence, predict their binding affinity value. This is MHC class I binding data. (1) The peptide sequence is YTMELCGAM. The MHC is HLA-C12:03 with pseudo-sequence HLA-C12:03. The binding affinity (normalized) is 0.586. (2) The peptide sequence is EVREFLGSY. The MHC is HLA-A02:11 with pseudo-sequence HLA-A02:11. The binding affinity (normalized) is 0.0847. (3) The peptide sequence is LSTTRGALI. The MHC is Mamu-A01 with pseudo-sequence Mamu-A01. The binding affinity (normalized) is 0.686. (4) The peptide sequence is LEEMLTACQGV. The MHC is H-2-Kk with pseudo-sequence H-2-Kk. The binding affinity (normalized) is 0.786. (5) The peptide sequence is GIMMNERDV. The MHC is HLA-A02:03 with pseudo-sequence HLA-A02:03. The binding affinity (normalized) is 0.389.